This data is from hERG Central: cardiac toxicity at 1µM, 10µM, and general inhibition. The task is: Predict hERG channel inhibition at various concentrations. (1) The compound is CCCCn1c(SCC(=O)Nc2cccc(C)n2)nnc1-c1ccco1. Results: hERG_inhib (hERG inhibition (general)): blocker. (2) The drug is COCCn1c(=N)c(C(=O)NCc2ccco2)cc2c(=O)n3cc(C)ccc3nc21. Results: hERG_inhib (hERG inhibition (general)): blocker. (3) The compound is CC(C)c1ccc(OCC(=O)N(Cc2ccco2)C2CCS(=O)(=O)C2)cc1. Results: hERG_inhib (hERG inhibition (general)): blocker. (4) The compound is CCN(Cc1nc2ccccc2c(=O)[nH]1)Cc1cc(=O)oc2cc(OC)ccc12. Results: hERG_inhib (hERG inhibition (general)): blocker. (5) The molecule is COc1ccc(-c2[nH]ncc2CN2CCCC(C(=O)c3ccc(OC)cc3OC)C2)cc1. Results: hERG_inhib (hERG inhibition (general)): blocker. (6) The drug is C=CCn1c(SC2CCOC2=O)nc2sc(CC)cc2c1=O. Results: hERG_inhib (hERG inhibition (general)): blocker. (7) The drug is C=CCNC(=O)NC(=O)CN1C(=O)NC(c2ccccc2)(c2ccccc2)C1=O. Results: hERG_inhib (hERG inhibition (general)): blocker. (8) The drug is Cc1ccc(CC(=O)N2CCN(c3ccc([N+](=O)[O-])cc3)CC2)cc1. Results: hERG_inhib (hERG inhibition (general)): blocker. (9) The drug is CC(C)Oc1ccc(C(CCNCc2ccc(O)cc2)c2ccccc2)cc1. Results: hERG_inhib (hERG inhibition (general)): blocker. (10) The molecule is O=C(NCCCn1ccnc1)c1cc(-c2ccc(Cl)cc2)nc2ccccc12. Results: hERG_inhib (hERG inhibition (general)): blocker.